Dataset: Forward reaction prediction with 1.9M reactions from USPTO patents (1976-2016). Task: Predict the product of the given reaction. Given the reactants [C:1]1([CH2:6][OH:7])([CH2:4][OH:5])[CH2:3][CH2:2]1.[H-].[Na+].[C:10]([Si:14](Cl)([CH3:16])[CH3:15])([CH3:13])([CH3:12])[CH3:11], predict the reaction product. The product is: [Si:14]([O:5][CH2:4][C:1]1([CH2:6][OH:7])[CH2:3][CH2:2]1)([C:10]([CH3:13])([CH3:12])[CH3:11])([CH3:16])[CH3:15].